Dataset: Catalyst prediction with 721,799 reactions and 888 catalyst types from USPTO. Task: Predict which catalyst facilitates the given reaction. (1) Reactant: I[C:2]1[CH:7]=[CH:6][C:5]([CH2:8][N:9]2[CH:13]=[CH:12][C:11]([NH:14][C:15](=[O:23])[C:16]3[CH:21]=[CH:20][CH:19]=[CH:18][C:17]=3[Cl:22])=[N:10]2)=[C:4]([C:24]([F:27])([F:26])[F:25])[CH:3]=1.[O-]P([O-])([O-])=O.[K+].[K+].[K+].C1(P([CH:49]2[CH2:54][CH2:53]CCC2)C2CCCCC2)CCCCC1.C1(B(O)O)CC1. Product: [Cl:22][C:17]1[CH:18]=[CH:19][CH:20]=[CH:21][C:16]=1[C:15]([NH:14][C:11]1[CH:12]=[CH:13][N:9]([CH2:8][C:5]2[CH:6]=[CH:7][C:2]([CH:53]3[CH2:54][CH2:49]3)=[CH:3][C:4]=2[C:24]([F:27])([F:26])[F:25])[N:10]=1)=[O:23]. The catalyst class is: 493. (2) Reactant: [N+:1]([C:4]1[CH:12]=[C:11]2[C:7]([CH:8]=[CH:9][NH:10]2)=[CH:6][CH:5]=1)([O-:3])=[O:2].C([O-])(O)=O.[Na+].[CH3:18][N:19](C=O)C. Product: [N+:1]([C:4]1[CH:12]=[C:11]2[C:7]([C:8]([C:18]#[N:19])=[CH:9][NH:10]2)=[CH:6][CH:5]=1)([O-:3])=[O:2]. The catalyst class is: 23. (3) Reactant: C[O:2][C:3]([CH:5]1[CH2:8][N:7]([C:9]2[CH:14]=[CH:13][C:12]([C:15]3[CH2:19][C:18]([C:24]4[CH:29]=[C:28]([Cl:30])[C:27]([Cl:31])=[C:26]([Cl:32])[CH:25]=4)([C:20]([F:23])([F:22])[F:21])[O:17][N:16]=3)=[CH:11][C:10]=2[Cl:33])[CH2:6]1)=[O:4].[OH-].[Li+]. Product: [Cl:33][C:10]1[CH:11]=[C:12]([C:15]2[CH2:19][C:18]([C:24]3[CH:25]=[C:26]([Cl:32])[C:27]([Cl:31])=[C:28]([Cl:30])[CH:29]=3)([C:20]([F:22])([F:23])[F:21])[O:17][N:16]=2)[CH:13]=[CH:14][C:9]=1[N:7]1[CH2:6][CH:5]([C:3]([OH:4])=[O:2])[CH2:8]1. The catalyst class is: 87. (4) The catalyst class is: 5. Product: [C:1]12([C:11]3[C:12]([OH:30])=[CH:13][C:14]4[CH2:15][CH2:16][C@@H:17]5[C@@H:26]([C:27]=4[CH:28]=3)[CH2:25][CH2:24][C@@:22]3([CH3:23])[C@H:18]5[CH2:19][CH2:20][C@@H:21]3[OH:29])[CH2:2][CH:3]3[CH2:4][CH:5]([CH2:6][CH:7]([CH2:9]3)[CH2:8]1)[CH2:10]2. Reactant: [C:1]12([C:11]3[C:12]([OH:30])=[CH:13][C:14]4[CH2:15][CH2:16][C@@H:17]5[C@@H:26]([C:27]=4[CH:28]=3)[CH2:25][CH2:24][C@@:22]3([CH3:23])[C@H:18]5[CH2:19][CH2:20][C:21]3=[O:29])[CH2:10][CH:5]3[CH2:6][CH:7]([CH2:9][CH:3]([CH2:4]3)[CH2:2]1)[CH2:8]2.C(O)C.[BH4-].[Na+]. (5) Reactant: [Cl:1][C:2]1[CH:3]=[C:4]([NH:9][C:10]([N:12]2[CH2:17][CH2:16][N:15]([CH2:18][CH:19]3[CH2:24][N:23]([CH2:25][CH3:26])[CH2:22][CH2:21][N:20]3C(OCC3C=CC=CC=3)=O)[CH2:14][CH2:13]2)=[O:11])[CH:5]=[CH:6][C:7]=1[Cl:8].Cl. Product: [Cl:1][C:2]1[CH:3]=[C:4]([NH:9][C:10]([N:12]2[CH2:17][CH2:16][N:15]([CH2:18][CH:19]3[CH2:24][N:23]([CH2:25][CH3:26])[CH2:22][CH2:21][NH:20]3)[CH2:14][CH2:13]2)=[O:11])[CH:5]=[CH:6][C:7]=1[Cl:8]. The catalyst class is: 12. (6) Product: [N:1]1[C:10]2[C:5](=[CH:6][C:7]([CH2:11][CH2:12][CH2:13][OH:14])=[CH:8][CH:9]=2)[CH:4]=[CH:3][CH:2]=1. Reactant: [N:1]1[C:10]2[C:5](=[CH:6][C:7]([CH:11]=[CH:12][CH2:13][OH:14])=[CH:8][CH:9]=2)[CH:4]=[CH:3][CH:2]=1. The catalyst class is: 50. (7) Reactant: [CH3:1][S:2]([C:5]1[CH:6]=[C:7]([C:11]2[CH:16]=[CH:15][C:14]([C:17]3[N:21]([CH2:22][C:23]([O:25]CC)=[O:24])[N:20]=[C:19]([C:28]([F:31])([F:30])[F:29])[CH:18]=3)=[CH:13][CH:12]=2)[CH:8]=[CH:9][CH:10]=1)(=[O:4])=[O:3].[OH-].[Li+]. Product: [CH3:1][S:2]([C:5]1[CH:6]=[C:7]([C:11]2[CH:16]=[CH:15][C:14]([C:17]3[N:21]([CH2:22][C:23]([OH:25])=[O:24])[N:20]=[C:19]([C:28]([F:31])([F:29])[F:30])[CH:18]=3)=[CH:13][CH:12]=2)[CH:8]=[CH:9][CH:10]=1)(=[O:3])=[O:4]. The catalyst class is: 20. (8) Reactant: [Cl:1][C:2]1[C:3]([O:12][C:13]2[CH:18]=[C:17]([O:19][CH2:20][CH2:21][O:22][CH3:23])[CH:16]=[CH:15][C:14]=2[CH2:24][CH2:25][CH2:26][C:27](O)=[O:28])=[N:4][CH:5]=[C:6]([C:8]([F:11])([F:10])[F:9])[CH:7]=1.[CH2:30]([S:35]([NH2:38])(=[O:37])=[O:36])[CH2:31][CH2:32][CH2:33][CH3:34].N12CCCN=C1CCCCC2. Product: [Cl:1][C:2]1[C:3]([O:12][C:13]2[CH:18]=[C:17]([O:19][CH2:20][CH2:21][O:22][CH3:23])[CH:16]=[CH:15][C:14]=2[CH2:24][CH2:25][CH2:26][C:27]([NH:38][S:35]([CH2:30][CH2:31][CH2:32][CH2:33][CH3:34])(=[O:37])=[O:36])=[O:28])=[N:4][CH:5]=[C:6]([C:8]([F:9])([F:11])[F:10])[CH:7]=1. The catalyst class is: 7. (9) Reactant: [CH2:1]([O:8][C:9]1[C:10]([C:28]([OH:30])=O)=[N:11][C:12]([I:27])=[C:13]2[C:18]=1[N:17]=[CH:16][C:15]([CH2:19][C:20]1[CH:25]=[CH:24][C:23]([F:26])=[CH:22][CH:21]=1)=[CH:14]2)[C:2]1[CH:7]=[CH:6][CH:5]=[CH:4][CH:3]=1.ON1C2C=CC=CC=2N=N1.[CH3:41][O:42][CH2:43][CH2:44][NH2:45].Cl.C(N=C=NCCCN(C)C)C.Cl. Product: [CH3:41][O:42][CH2:43][CH2:44][NH:45][C:28]([C:10]1[C:9]([O:8][CH2:1][C:2]2[CH:7]=[CH:6][CH:5]=[CH:4][CH:3]=2)=[C:18]2[C:13]([CH:14]=[C:15]([CH2:19][C:20]3[CH:21]=[CH:22][C:23]([F:26])=[CH:24][CH:25]=3)[CH:16]=[N:17]2)=[C:12]([I:27])[N:11]=1)=[O:30]. The catalyst class is: 4. (10) Reactant: [Br:1][C:2]1[CH:7]=[CH:6][C:5]([CH:8]([C:17]2[CH:22]=[CH:21][CH:20]=[C:19]([O:23][CH3:24])[CH:18]=2)[CH2:9][N:10]2[C:14](=[O:15])[CH2:13][CH2:12][C:11]2=[O:16])=[CH:4][CH:3]=1.[BH4-].[Na+].O1CCO[CH2:29][CH2:28]1. Product: [Br:1][C:2]1[CH:3]=[CH:4][C:5]([CH:8]([C:17]2[CH:22]=[CH:21][CH:20]=[C:19]([O:23][CH3:24])[CH:18]=2)[CH2:9][N:10]2[CH:11]([O:16][CH2:28][CH3:29])[CH2:12][CH2:13][C:14]2=[O:15])=[CH:6][CH:7]=1. The catalyst class is: 8.